From a dataset of Reaction yield outcomes from USPTO patents with 853,638 reactions. Predict the reaction yield, written as a fraction of the theoretical maximum amount of product (1.0 means a 100% yield; for example, 0.34 means a 34% yield). The reactants are C([O:3][C:4](=[O:25])[CH2:5][CH:6]1[O:10][B:9]([OH:11])[C:8]2[CH:12]=[C:13]([O:17][C:18]3[CH:23]=[C:22]([NH2:24])[CH:21]=[CH:20][N:19]=3)[CH:14]=[C:15]([CH3:16])[C:7]1=2)C.CO.O.[OH-].[Li+].Cl. The catalyst is C1COCC1.O. The product is [NH2:24][C:22]1[CH:21]=[CH:20][N:19]=[C:18]([O:17][C:13]2[CH:14]=[C:15]([CH3:16])[C:7]3[CH:6]([CH2:5][C:4]([OH:25])=[O:3])[O:10][B:9]([OH:11])[C:8]=3[CH:12]=2)[CH:23]=1. The yield is 0.550.